From a dataset of Forward reaction prediction with 1.9M reactions from USPTO patents (1976-2016). Predict the product of the given reaction. (1) The product is: [Cl:37][C:34]1[CH:35]=[CH:36][C:31]([CH:12]2[C@H:13]([O:23][CH2:24][C:25]3[CH:26]=[CH:27][CH:28]=[CH:29][CH:30]=3)[C@@H:14]([O:15][CH2:16][C:17]3[CH:22]=[CH:21][CH:20]=[CH:19][CH:18]=3)[C@H:9]([O:8][CH2:1][C:2]3[CH:3]=[CH:4][CH:5]=[CH:6][CH:7]=3)[C@@H:10]([CH2:40][O:41][CH2:42][C:43]3[CH:44]=[CH:45][CH:46]=[CH:47][CH:48]=3)[O:11]2)=[CH:32][C:33]=1[CH2:38][C:49]#[N:50]. Given the reactants [CH2:1]([O:8][C@H:9]1[C@H:14]([O:15][CH2:16][C:17]2[CH:22]=[CH:21][CH:20]=[CH:19][CH:18]=2)[C@@H:13]([O:23][CH2:24][C:25]2[CH:30]=[CH:29][CH:28]=[CH:27][CH:26]=2)[CH:12]([C:31]2[CH:36]=[CH:35][C:34]([Cl:37])=[C:33]([CH2:38]Br)[CH:32]=2)[O:11][C@@H:10]1[CH2:40][O:41][CH2:42][C:43]1[CH:48]=[CH:47][CH:46]=[CH:45][CH:44]=1)[C:2]1[CH:7]=[CH:6][CH:5]=[CH:4][CH:3]=1.[C-:49]#[N:50].[K+], predict the reaction product. (2) Given the reactants CC(C)([O-])C.[K+].[OH:7][C:8]1[CH:13]=[CH:12][C:11]([NH:14][C:15](=[O:21])[O:16][C:17]([CH3:20])([CH3:19])[CH3:18])=[CH:10][CH:9]=1.Cl[C:23]1[CH:28]=[C:27]([N:29]2[CH:33]=[N:32][CH:31]=[N:30]2)[N:26]=[CH:25][N:24]=1.O, predict the reaction product. The product is: [C:17]([O:16][C:15](=[O:21])[NH:14][C:11]1[CH:10]=[CH:9][C:8]([O:7][C:23]2[CH:28]=[C:27]([N:29]3[CH:33]=[N:32][CH:31]=[N:30]3)[N:26]=[CH:25][N:24]=2)=[CH:13][CH:12]=1)([CH3:18])([CH3:20])[CH3:19]. (3) Given the reactants [CH2:1]([C:3]1([CH2:18][CH3:19])[C:15]2[CH:14]=[C:13]([Br:16])[CH:12]=[CH:11][C:10]=2[C:9]2[C:4]1=[CH:5][C:6](Br)=[CH:7][CH:8]=2)[CH3:2].C([Li])CCC.CN([CH:28]=[O:29])C, predict the reaction product. The product is: [Br:16][C:13]1[CH:14]=[C:15]2[C:10]([C:9]3[CH:8]=[CH:7][C:6]([CH:28]=[O:29])=[CH:5][C:4]=3[C:3]2([CH2:1][CH3:2])[CH2:18][CH3:19])=[CH:11][CH:12]=1. (4) Given the reactants C[O:2][C:3]1[CH:4]=[C:5]2[C:10](=[CH:11][CH:12]=1)[N:9]=[CH:8][C:7]([NH2:13])=[CH:6]2.B(Br)(Br)Br, predict the reaction product. The product is: [NH2:13][C:7]1[CH:8]=[N:9][C:10]2[C:5]([CH:6]=1)=[CH:4][C:3]([OH:2])=[CH:12][CH:11]=2. (5) Given the reactants [C:1](#[N:9])[C:2]1[C:3](=[CH:5][CH:6]=[CH:7][CH:8]=1)[NH2:4].[C:10]1([CH3:18])[CH:15]=[CH:14][CH:13]=[CH:12][C:11]=1[Mg]Br.[C:19](Cl)(=O)[C:20]1[CH:25]=[CH:24][N:23]=[CH:22][CH:21]=1.OP([O-])(O)=O.[K+], predict the reaction product. The product is: [N:23]1[CH:24]=[CH:25][C:20]([C:19]2[N:9]=[C:1]([C:11]3[CH:12]=[CH:13][CH:14]=[CH:15][C:10]=3[CH3:18])[C:2]3[C:3](=[CH:5][CH:6]=[CH:7][CH:8]=3)[N:4]=2)=[CH:21][CH:22]=1. (6) Given the reactants [NH2:1][C:2]1[CH:7]=[CH:6][CH:5]=[CH:4][C:3]=1[C:8]([C:10]1[CH:15]=[CH:14][CH:13]=[CH:12][CH:11]=1)=[O:9].[K+].[Br-:17].[NH4+].B(O[O-])=O.[Na+], predict the reaction product. The product is: [NH2:1][C:2]1[CH:7]=[CH:6][C:5]([Br:17])=[CH:4][C:3]=1[C:8]([C:10]1[CH:11]=[CH:12][CH:13]=[CH:14][CH:15]=1)=[O:9]. (7) Given the reactants [CH3:1][O:2][C:3]([C@@H:5]1[CH2:9][C@@H:8]([S:10]([C:13]2[CH:18]=[CH:17][CH:16]=[CH:15][C:14]=2[C:19]([F:22])([F:21])[F:20])(=[O:12])=[O:11])[CH2:7][NH:6]1)=[O:4].C([O:27][C:28](=O)[CH2:29][C:30]([CH:32]1[CH2:34][CH2:33]1)=[O:31])(C)(C)C, predict the reaction product. The product is: [CH3:1][O:2][C:3]([C@@H:5]1[CH2:9][C@@H:8]([S:10]([C:13]2[CH:18]=[CH:17][CH:16]=[CH:15][C:14]=2[C:19]([F:22])([F:20])[F:21])(=[O:11])=[O:12])[CH2:7][N:6]1[C:28](=[O:27])[CH2:29][C:30]([CH:32]1[CH2:34][CH2:33]1)=[O:31])=[O:4].